Dataset: Full USPTO retrosynthesis dataset with 1.9M reactions from patents (1976-2016). Task: Predict the reactants needed to synthesize the given product. The reactants are: Br[C:2]1[CH:7]=[CH:6][CH:5]=[CH:4][N:3]=1.[S:8]1[CH2:13][CH2:12][CH:11]([CH:14]=[O:15])[CH2:10][CH2:9]1. Given the product [N:3]1[CH:4]=[CH:5][CH:6]=[CH:7][C:2]=1[CH:14]([CH:11]1[CH2:12][CH2:13][S:8][CH2:9][CH2:10]1)[OH:15], predict the reactants needed to synthesize it.